Dataset: Peptide-MHC class II binding affinity with 134,281 pairs from IEDB. Task: Regression. Given a peptide amino acid sequence and an MHC pseudo amino acid sequence, predict their binding affinity value. This is MHC class II binding data. (1) The peptide sequence is AGWLAFFRDLVARGL. The MHC is HLA-DPA10103-DPB10401 with pseudo-sequence HLA-DPA10103-DPB10401. The binding affinity (normalized) is 0.291. (2) The MHC is DRB1_0802 with pseudo-sequence DRB1_0802. The binding affinity (normalized) is 0.685. The peptide sequence is YDKFLANVSTVLRGK. (3) The peptide sequence is FMRMAWGGSYIALDS. The MHC is H-2-IAb with pseudo-sequence H-2-IAb. The binding affinity (normalized) is 0.155. (4) The peptide sequence is RRIEEICMKVFAQYI. The MHC is DRB3_0301 with pseudo-sequence DRB3_0301. The binding affinity (normalized) is 0.695. (5) The peptide sequence is QKLMEDINVGFKAAV. The MHC is DRB3_0101 with pseudo-sequence DRB3_0101. The binding affinity (normalized) is 0.856.